From a dataset of Full USPTO retrosynthesis dataset with 1.9M reactions from patents (1976-2016). Predict the reactants needed to synthesize the given product. (1) Given the product [CH3:29][O:28][C:27](=[O:30])[CH2:16][C:14]1[CH:13]=[C:12]([C:17]2[CH:18]=[CH:19][C:20]([C:23]([F:24])([F:25])[F:26])=[CH:21][CH:22]=2)[N:11]=[C:10]([Cl:9])[CH:15]=1, predict the reactants needed to synthesize it. The reactants are: [Li+].CC([N-]C(C)C)C.[Cl:9][C:10]1[CH:15]=[C:14]([CH3:16])[CH:13]=[C:12]([C:17]2[CH:22]=[CH:21][C:20]([C:23]([F:26])([F:25])[F:24])=[CH:19][CH:18]=2)[N:11]=1.[C:27](=O)([O:30]C)[O:28][CH3:29]. (2) Given the product [CH3:1][N:2]([CH2:4][C:5]1[C:13]2[O:12][N:11]=[C:10]([CH2:14][CH2:15][CH:16]3[CH2:17][CH2:18][NH:19][CH2:20][CH2:21]3)[C:9]=2[CH:8]=[CH:7][C:6]=1[C:29]1[CH:34]=[CH:33][CH:32]=[CH:31][CH:30]=1)[CH3:3], predict the reactants needed to synthesize it. The reactants are: [CH3:1][N:2]([CH2:4][C:5]1[C:13]2[O:12][N:11]=[C:10]([CH2:14][CH2:15][CH:16]3[CH2:21][CH2:20][N:19](C(OC(C)(C)C)=O)[CH2:18][CH2:17]3)[C:9]=2[CH:8]=[CH:7][C:6]=1[C:29]1[CH:34]=[CH:33][CH:32]=[CH:31][CH:30]=1)[CH3:3].Cl.C(=O)([O-])[O-].[Na+].[Na+].O.